Dataset: Full USPTO retrosynthesis dataset with 1.9M reactions from patents (1976-2016). Task: Predict the reactants needed to synthesize the given product. Given the product [ClH:3].[ClH:3].[Cl:3][CH2:26][CH2:25][N:22]1[CH2:23][CH2:24][C:19]([CH2:18][CH2:17][CH2:16][C:15]2[C:14]3[C:9](=[CH:10][CH:11]=[C:12]([O:33][CH3:34])[CH:13]=3)[N:8]=[CH:7][C:6]=2[F:5])([C:28]([O:30][CH2:31][CH3:32])=[O:29])[CH2:20][CH2:21]1, predict the reactants needed to synthesize it. The reactants are: S(Cl)([Cl:3])=O.[F:5][C:6]1[CH:7]=[N:8][C:9]2[C:14]([C:15]=1[CH2:16][CH2:17][CH2:18][C:19]1([C:28]([O:30][CH2:31][CH3:32])=[O:29])[CH2:24][CH2:23][N:22]([CH2:25][CH2:26]O)[CH2:21][CH2:20]1)=[CH:13][C:12]([O:33][CH3:34])=[CH:11][CH:10]=2.